From a dataset of Catalyst prediction with 721,799 reactions and 888 catalyst types from USPTO. Predict which catalyst facilitates the given reaction. (1) Reactant: C1C=C(Cl)C=C(C(OO)=O)C=1.[CH3:12][CH:13]1[N:19]2[C:20]3[C:29]4[C:24](=[CH:25][CH:26]=[CH:27][CH:28]=4)[N:23]=[CH:22][C:21]=3[N:30]=[C:18]2[CH2:17][NH:16][C:15](=[O:31])[CH2:14]1.[OH-].[NH4+:33].C1(C)C=CC(S(Cl)(=O)=O)=CC=1. Product: [NH2:33][C:22]1[C:21]2[N:30]=[C:18]3[CH2:17][NH:16][C:15](=[O:31])[CH2:14][CH:13]([CH3:12])[N:19]3[C:20]=2[C:29]2[C:24](=[CH:25][CH:26]=[CH:27][CH:28]=2)[N:23]=1. The catalyst class is: 22. (2) Reactant: [CH2:1]([N:8]([C:17](=[O:31])[C:18]([C:20]1[C:25]([CH2:26][CH3:27])=[CH:24][C:23]([CH3:28])=[CH:22][C:21]=1[CH2:29][CH3:30])=O)[N:9]=[C:10]([CH3:16])[CH2:11][S:12]([CH3:15])(=[O:14])=[O:13])[C:2]1[CH:7]=[CH:6][CH:5]=[CH:4][CH:3]=1.C1(C)C=CC=CC=1.C(=O)([O-])[O-].[K+].[K+]. Product: [CH2:1]([N:8]1[C:17](=[O:31])[C:18]([C:20]2[C:25]([CH2:26][CH3:27])=[CH:24][C:23]([CH3:28])=[CH:22][C:21]=2[CH2:29][CH3:30])=[C:11]([S:12]([CH3:15])(=[O:14])=[O:13])[C:10]([CH3:16])=[N:9]1)[C:2]1[CH:7]=[CH:6][CH:5]=[CH:4][CH:3]=1. The catalyst class is: 6.